From a dataset of Forward reaction prediction with 1.9M reactions from USPTO patents (1976-2016). Predict the product of the given reaction. (1) Given the reactants [CH3:1][N:2]1[C@H:8]([C:9]2[CH:14]=[CH:13][CH:12]=[CH:11][CH:10]=2)[CH:7]=[CH:6][CH2:5][C@H:4]([NH:15]C(=O)OCC2C=CC=CC=2)[C:3]1=[O:26], predict the reaction product. The product is: [NH2:15][C@H:4]1[CH2:5][CH2:6][CH2:7][C@@H:8]([C:9]2[CH:14]=[CH:13][CH:12]=[CH:11][CH:10]=2)[N:2]([CH3:1])[C:3]1=[O:26]. (2) Given the reactants [CH3:1][C@H:2]1[NH:7][CH2:6][CH2:5][N:4]([C:8]([O:10][C:11]([CH3:14])([CH3:13])[CH3:12])=[O:9])[CH2:3]1.[S:15](N)([NH2:18])(=[O:17])=[O:16], predict the reaction product. The product is: [NH2:18][S:15]([N:7]1[CH2:6][CH2:5][N:4]([C:8]([O:10][C:11]([CH3:13])([CH3:12])[CH3:14])=[O:9])[CH2:3][C@H:2]1[CH3:1])(=[O:17])=[O:16]. (3) Given the reactants [Br:1][C:2]1[CH:3]=[C:4]2[C:8](=[C:9]([CH3:11])[CH:10]=1)[NH:7][N:6]=[CH:5]2.[CH3:12]C(C)([O-])C.[K+].IC, predict the reaction product. The product is: [Br:1][C:2]1[CH:3]=[C:4]2[C:8](=[C:9]([CH3:11])[CH:10]=1)[N:7]([CH3:12])[N:6]=[CH:5]2.